Dataset: Reaction yield outcomes from USPTO patents with 853,638 reactions. Task: Predict the reaction yield, written as a fraction of the theoretical maximum amount of product (1.0 means a 100% yield; for example, 0.34 means a 34% yield). (1) The reactants are [CH3:1][S:2]([OH:5])(=[O:4])=[O:3].[CH3:6][C:7]1([CH3:36])[O:11][C:10]([C:12]2[CH:19]=[CH:18][C:15]([C:16]#[N:17])=[CH:14][CH:13]=2)=[C:9]([C:20]2[CH:25]=[CH:24][C:23]([O:26][CH2:27][C:28]3[CH:33]=[CH:32][C:31]([CH3:34])=[CH:30][N:29]=3)=[CH:22][CH:21]=2)[C:8]1=[O:35]. The catalyst is C(Cl)Cl.C(OCC)C. The product is [CH3:1][S:2]([OH:5])(=[O:4])=[O:3].[CH3:6][C:7]1([CH3:36])[O:11][C:10]([C:12]2[CH:19]=[CH:18][C:15]([C:16]#[N:17])=[CH:14][CH:13]=2)=[C:9]([C:20]2[CH:25]=[CH:24][C:23]([O:26][CH2:27][C:28]3[CH:33]=[CH:32][C:31]([CH3:34])=[CH:30][N:29]=3)=[CH:22][CH:21]=2)[C:8]1=[O:35]. The yield is 0.670. (2) The reactants are [CH3:1][O:2][C:3](=[O:19])[C@@H:4]([NH2:18])[CH2:5][C:6]1[CH:11]=[CH:10][C:9]([C:12]2[CH:17]=[CH:16][CH:15]=[CH:14][CH:13]=2)=[CH:8][CH:7]=1.[I:20][C:21]1[CH:22]=[CH:23][C:24]([NH2:30])=[C:25]([CH:29]=1)[C:26](O)=[O:27]. No catalyst specified. The product is [CH3:1][O:2][C:3](=[O:19])[C@@H:4]([NH:18][C:26](=[O:27])[C:25]1[CH:29]=[C:21]([I:20])[CH:22]=[CH:23][C:24]=1[NH2:30])[CH2:5][C:6]1[CH:11]=[CH:10][C:9]([C:12]2[CH:17]=[CH:16][CH:15]=[CH:14][CH:13]=2)=[CH:8][CH:7]=1. The yield is 0.800. (3) The reactants are [I:1][C:2]1[CH:7]=[CH:6][C:5]([NH:8][C:9]([NH:11][C:12]2[CH:17]=[CH:16][C:15]([CH3:18])=[CH:14][CH:13]=2)=[S:10])=[CH:4][CH:3]=1.BrBr.S(=O)(O)O.[OH-].[NH4+]. The catalyst is C(Cl)(Cl)Cl. The product is [I:1][C:2]1[CH:7]=[CH:6][C:5]([NH:8][C:9]2[S:10][C:17]3[CH:16]=[C:15]([CH3:18])[CH:14]=[CH:13][C:12]=3[N:11]=2)=[CH:4][CH:3]=1. The yield is 0.970. (4) The reactants are [F:1][C:2]1([F:30])[CH2:7][CH2:6][N:5]([C:8]([C:10]2[NH:11][C:12]3[C:17]([CH:18]=2)=[CH:16][C:15]([C:19]([N:21]2[CH2:26][CH2:25][N:24]([CH:27]([CH3:29])[CH3:28])[CH2:23][CH2:22]2)=[O:20])=[CH:14][CH:13]=3)=[O:9])[CH2:4][CH2:3]1.[H-].[Na+].[CH:33]1([CH2:36]Br)[CH2:35][CH2:34]1.[Cl-].[NH4+]. The catalyst is CN(C)C=O. The product is [CH:33]1([CH2:36][N:11]2[C:12]3[C:17](=[CH:16][C:15]([C:19]([N:21]4[CH2:22][CH2:23][N:24]([CH:27]([CH3:28])[CH3:29])[CH2:25][CH2:26]4)=[O:20])=[CH:14][CH:13]=3)[CH:18]=[C:10]2[C:8]([N:5]2[CH2:6][CH2:7][C:2]([F:1])([F:30])[CH2:3][CH2:4]2)=[O:9])[CH2:35][CH2:34]1. The yield is 0.970. (5) The reactants are [CH2:1]([O:8][N:9]([C:12]1[N:17]=[C:16]([NH:18][CH2:19][CH2:20][CH3:21])[N:15]=[C:14]([NH:22][CH2:23][CH2:24][CH3:25])[N:13]=1)[CH2:10]C)[C:2]1[CH:7]=[CH:6][CH:5]=[CH:4][CH:3]=1.[OH:26][S:27]([OH:30])(=[O:29])=[O:28]. No catalyst specified. The product is [S:27]([OH:30])([OH:29])(=[O:28])=[O:26].[CH2:1]([O:8][N:9]([C:12]1[N:13]=[C:14]([NH:22][CH2:23][CH2:24][CH3:25])[N:15]=[C:16]([NH:18][CH2:19][CH2:20][CH3:21])[N:17]=1)[CH3:10])[C:2]1[CH:7]=[CH:6][CH:5]=[CH:4][CH:3]=1. The yield is 1.00. (6) The reactants are [N+:1]([C:4]1[CH:11]=[CH:10][C:7]([CH:8]=[O:9])=[CH:6][CH:5]=1)([O-:3])=[O:2].S([CH2:22][N+:23]#[C-:24])(C1C=CC(C)=CC=1)(=O)=O.C(=O)([O-])[O-].[K+].[K+]. The catalyst is CO. The product is [N+:1]([C:4]1[CH:5]=[CH:6][C:7]([C:8]2[O:9][CH:24]=[N:23][CH:22]=2)=[CH:10][CH:11]=1)([O-:3])=[O:2]. The yield is 0.890. (7) The reactants are [BH4-].[Na+].[O:3]=[C:4]1[CH2:7][CH:6]([C:8]([O:10][CH2:11][C:12]2[CH:17]=[CH:16][CH:15]=[CH:14][CH:13]=2)=[O:9])[CH2:5]1. The catalyst is C1COCC1.CO.O. The product is [OH:3][CH:4]1[CH2:7][CH:6]([C:8]([O:10][CH2:11][C:12]2[CH:17]=[CH:16][CH:15]=[CH:14][CH:13]=2)=[O:9])[CH2:5]1. The yield is 0.530. (8) The reactants are [C:1]1([CH:7]2[CH2:12][CH2:11][NH:10][CH2:9][CH2:8]2)[CH:6]=[CH:5][CH:4]=[CH:3][CH:2]=1.[N+:13]([O-:16])(O)=[O:14].[OH-].[Na+].[C:19](O[C:19]([O:21][C:22]([CH3:25])([CH3:24])[CH3:23])=[O:20])([O:21][C:22]([CH3:25])([CH3:24])[CH3:23])=[O:20]. The catalyst is S(=O)(=O)(O)O.ClCCl. The product is [N+:13]([C:4]1[CH:5]=[CH:6][C:1]([CH:7]2[CH2:8][CH2:9][N:10]([C:19]([O:21][C:22]([CH3:25])([CH3:24])[CH3:23])=[O:20])[CH2:11][CH2:12]2)=[CH:2][CH:3]=1)([O-:16])=[O:14]. The yield is 0.0800.